Binary Classification. Given a drug SMILES string, predict its activity (active/inactive) in a high-throughput screening assay against a specified biological target. From a dataset of HIV replication inhibition screening data with 41,000+ compounds from the AIDS Antiviral Screen. (1) The molecule is CC12C(=CC(=O)CC1SCCS(=O)(=O)O)C(C#N)=C(N)N2c1ccc(Cl)c(Cl)c1.[NaH]. The result is 1 (active). (2) The compound is CNC(=O)CCCNC(=O)CCCC(=O)N(C)C. The result is 0 (inactive). (3) The drug is COC(=O)C(=O)C1(CCC(C)=O)c2ccccc2-c2ccccc21. The result is 0 (inactive). (4) The molecule is Nc1nc(Cl)nc2c1ncn2C1CCC(COP(=O)(O)OP(=O)(O)OP(=O)(O)O)O1.[NaH]. The result is 1 (active). (5) The molecule is O=C(NCCc1c(-c2ccccc2)[nH]c2ccccc12)C1CCCCC1. The result is 0 (inactive). (6) The compound is N#CCCN(C1=NN(C(=O)CC(=O)Nc2ccccc2Cl)C(c2ccccc2)C1)c1ccc(Cl)cc1. The result is 0 (inactive).